Dataset: TCR-epitope binding with 47,182 pairs between 192 epitopes and 23,139 TCRs. Task: Binary Classification. Given a T-cell receptor sequence (or CDR3 region) and an epitope sequence, predict whether binding occurs between them. (1) The epitope is EPLPQGQLTAY. The TCR CDR3 sequence is CASSLGETQYF. Result: 0 (the TCR does not bind to the epitope). (2) The TCR CDR3 sequence is CASSQAGTPAYEQYF. Result: 1 (the TCR binds to the epitope). The epitope is LLFNKVTLA. (3) The epitope is RQLLFVVEV. The TCR CDR3 sequence is CASSREGAGEQYF. Result: 1 (the TCR binds to the epitope). (4) The epitope is AMFWSVPTV. Result: 1 (the TCR binds to the epitope). The TCR CDR3 sequence is CASSLVWGLGTEAFF.